This data is from Forward reaction prediction with 1.9M reactions from USPTO patents (1976-2016). The task is: Predict the product of the given reaction. (1) Given the reactants C(=O)(O)[O-].[Na+].Br[CH2:7][C:8]([OH:10])=[O:9].[C:11]([NH:18][CH2:19][CH2:20][SH:21])([O:13][C:14]([CH3:17])([CH3:16])[CH3:15])=[O:12], predict the reaction product. The product is: [C:14]([O:13][C:11]([NH:18][CH2:19][CH2:20][S:21][CH2:7][C:8]([OH:10])=[O:9])=[O:12])([CH3:17])([CH3:16])[CH3:15]. (2) Given the reactants [C:1]1([CH:7]([C:12]2[CH:17]=[CH:16][CH:15]=[CH:14][CH:13]=2)[C:8](OC)=[O:9])[CH:6]=[CH:5][CH:4]=[CH:3][CH:2]=1.O.[NH2:19][NH2:20], predict the reaction product. The product is: [C:1]1([CH:7]([C:12]2[CH:17]=[CH:16][CH:15]=[CH:14][CH:13]=2)[C:8]([NH:19][NH2:20])=[O:9])[CH:6]=[CH:5][CH:4]=[CH:3][CH:2]=1. (3) Given the reactants [I:1][C:2]#[C:3][CH2:4][O:5][C:6]1[CH:13]=[CH:12][C:9]([CH:10]=[O:11])=[CH:8][C:7]=1[O:14][CH3:15].[F:16][C:17]([F:29])([F:28])[C:18]1[CH:19]=[C:20]([CH:25]=[CH:26][CH:27]=1)[CH2:21][N:22]=[N+:23]=[N-:24], predict the reaction product. The product is: [I:1][C:2]1[N:22]([CH2:21][C:20]2[CH:25]=[CH:26][CH:27]=[C:18]([C:17]([F:16])([F:29])[F:28])[CH:19]=2)[N:23]=[N:24][C:3]=1[CH2:4][O:5][C:6]1[CH:13]=[CH:12][C:9]([CH:10]=[O:11])=[CH:8][C:7]=1[O:14][CH3:15]. (4) Given the reactants C(OC(=O)[NH:7][CH2:8][CH2:9][N:10]1[C:15]2[CH:16]=[CH:17][C:18]([Cl:20])=[CH:19][C:14]=2[C:13]([C:25]#[C:26][CH:27]2[CH2:29][CH2:28]2)([C:21]([F:24])([F:23])[F:22])[O:12][C:11]1=[O:30])(C)(C)C.[F:32][C:33]([F:38])([F:37])[C:34]([OH:36])=[O:35], predict the reaction product. The product is: [F:32][C:33]([F:38])([F:37])[C:34]([OH:36])=[O:35].[NH2:7][CH2:8][CH2:9][N:10]1[C:15]2[CH:16]=[CH:17][C:18]([Cl:20])=[CH:19][C:14]=2[C:13]([C:25]#[C:26][CH:27]2[CH2:29][CH2:28]2)([C:21]([F:22])([F:24])[F:23])[O:12][C:11]1=[O:30]. (5) Given the reactants [OH-].[Na+].[OH:3][C@:4]1([C:16]2[S:17][CH:18]=[CH:19][N:20]=2)[CH2:9][CH2:8][C@H:7]([C:10]([O:12]C)=[O:11])[C:6]([CH3:15])([CH3:14])[CH2:5]1.Cl, predict the reaction product. The product is: [OH2:3].[OH:3][C@:4]1([C:16]2[S:17][CH:18]=[CH:19][N:20]=2)[CH2:9][CH2:8][C@H:7]([C:10]([OH:12])=[O:11])[C:6]([CH3:14])([CH3:15])[CH2:5]1. (6) The product is: [O:17]=[C:15]([N:33]1[CH2:37][CH2:36][CH2:35][CH2:34]1)[CH2:14][NH:13][C:11]([C:9]1[CH:8]=[CH:7][C:6]2[N:2]([CH3:1])[C:3]([NH:18][C:19]3[S:20][C:21]4[CH:27]=[C:26]([O:28][C:29]([F:30])([F:32])[F:31])[CH:25]=[CH:24][C:22]=4[N:23]=3)=[N:4][C:5]=2[CH:10]=1)=[O:12]. Given the reactants [CH3:1][N:2]1[C:6]2[CH:7]=[CH:8][C:9]([C:11]([NH:13][CH2:14][C:15]([OH:17])=O)=[O:12])=[CH:10][C:5]=2[N:4]=[C:3]1[NH:18][C:19]1[S:20][C:21]2[CH:27]=[C:26]([O:28][C:29]([F:32])([F:31])[F:30])[CH:25]=[CH:24][C:22]=2[N:23]=1.[NH:33]1[CH2:37][CH2:36][CH2:35][CH2:34]1.CN(C(ON1N=NC2C=CC=CC1=2)=[N+](C)C)C.F[P-](F)(F)(F)(F)F.CCN(C(C)C)C(C)C, predict the reaction product. (7) Given the reactants [C:1]1([CH3:17])[CH:6]=[CH:5][C:4]([S:7]([CH2:10][C@H:11]2[NH:15][C:14](=[O:16])[CH2:13][CH2:12]2)(=[O:9])=[O:8])=[CH:3][CH:2]=1.[CH:18]([N-]C(C)C)(C)C.[Li+].CI, predict the reaction product. The product is: [C:1]1([CH3:17])[CH:2]=[CH:3][C:4]([S:7]([CH2:10][C@H:11]2[N:15]([CH3:18])[C:14](=[O:16])[CH2:13][CH2:12]2)(=[O:9])=[O:8])=[CH:5][CH:6]=1. (8) Given the reactants [NH2:1][C:2]1[CH:7]=[C:6]([C:8]2[C:9]([C:20]3[CH:25]=[CH:24][CH:23]=[CH:22][CH:21]=3)=[N:10][N:11]([C:13]3[CH2:18][CH2:17][C:16](=[O:19])[NH:15][N:14]=3)[CH:12]=2)[CH:5]=[CH:4][N:3]=1.[CH:26]1([C:29](Cl)=[O:30])[CH2:28][CH2:27]1, predict the reaction product. The product is: [CH:26]1([C:29]([NH:1][C:2]2[CH:7]=[C:6]([C:8]3[C:9]([C:20]4[CH:21]=[CH:22][CH:23]=[CH:24][CH:25]=4)=[N:10][N:11]([C:13]4[CH2:18][CH2:17][C:16](=[O:19])[NH:15][N:14]=4)[CH:12]=3)[CH:5]=[CH:4][N:3]=2)=[O:30])[CH2:28][CH2:27]1. (9) Given the reactants [C:1]([Si:5]([CH3:17])([CH3:16])[O:6][CH:7]1[C:12]2[CH:13]=[CH:14][O:15][C:11]=2[CH2:10][CH2:9][CH2:8]1)([CH3:4])([CH3:3])[CH3:2].C([Li])CCC.CN(C)[CH:25]=[O:26].[Cl-].[NH4+], predict the reaction product. The product is: [Si:5]([O:6][CH:7]1[C:12]2[CH:13]=[C:14]([CH:25]=[O:26])[O:15][C:11]=2[CH2:10][CH2:9][CH2:8]1)([C:1]([CH3:4])([CH3:3])[CH3:2])([CH3:17])[CH3:16]. (10) Given the reactants [C:1]([O:5][C:6]([N:8]1[CH2:12][CH2:11][C@@:10]([F:16])([C:13]([OH:15])=O)[CH2:9]1)=[O:7])([CH3:4])([CH3:3])[CH3:2].[CH3:17][O:18][C@@H:19]([C@@H:37]1[CH2:41][CH2:40][CH2:39][N:38]1[C:42](=[O:61])[CH2:43][C@@H:44]([O:59][CH3:60])[C@@H:45]([N:50]([CH3:58])[C:51](=[O:57])[C@H:52]([CH:54]([CH3:56])[CH3:55])[NH2:53])[C@@H:46]([CH3:49])[CH2:47][CH3:48])[C@@H:20]([CH3:36])[C:21]([NH:23][C@H:24]([C:32]([O:34][CH3:35])=[O:33])[CH2:25][C:26]1[CH:31]=[CH:30][CH:29]=[CH:28][CH:27]=1)=[O:22].C(N(C(C)C)CC)(C)C.CN(C(ON1N=NC2C=CC=NC1=2)=[N+](C)C)C.F[P-](F)(F)(F)(F)F, predict the reaction product. The product is: [C:1]([O:5][C:6]([N:8]1[CH2:12][CH2:11][C@:10]([C:13]([NH:53][C@H:52]([C:51]([N:50]([CH3:58])[C@@H:45]([C@@H:46]([CH3:49])[CH2:47][CH3:48])[C@H:44]([O:59][CH3:60])[CH2:43][C:42]([N:38]2[CH2:39][CH2:40][CH2:41][C@H:37]2[C@H:19]([O:18][CH3:17])[C@@H:20]([CH3:36])[C:21]([NH:23][C@H:24]([C:32]([O:34][CH3:35])=[O:33])[CH2:25][C:26]2[CH:27]=[CH:28][CH:29]=[CH:30][CH:31]=2)=[O:22])=[O:61])=[O:57])[CH:54]([CH3:55])[CH3:56])=[O:15])([F:16])[CH2:9]1)=[O:7])([CH3:2])([CH3:3])[CH3:4].